Dataset: Full USPTO retrosynthesis dataset with 1.9M reactions from patents (1976-2016). Task: Predict the reactants needed to synthesize the given product. Given the product [Br:11][C:8]1[S:9][CH:10]=[C:6]([C:4]([NH2:12])=[O:3])[N:7]=1, predict the reactants needed to synthesize it. The reactants are: C([O:3][C:4]([C:6]1[N:7]=[C:8]([Br:11])[S:9][CH:10]=1)=O)C.[NH3:12].CO.